This data is from Forward reaction prediction with 1.9M reactions from USPTO patents (1976-2016). The task is: Predict the product of the given reaction. (1) Given the reactants [Br:1][C:2]1[CH:3]=[C:4]([CH2:8][C:9]([OH:11])=[O:10])[CH:5]=[CH:6][CH:7]=1.[CH3:12][C:13](OC(OC(O[C:13]([CH3:15])([CH3:14])[CH3:12])=O)=O)([CH3:15])[CH3:14], predict the reaction product. The product is: [C:13]([O:10][C:9](=[O:11])[CH2:8][C:4]1[CH:5]=[CH:6][CH:7]=[C:2]([Br:1])[CH:3]=1)([CH3:15])([CH3:14])[CH3:12]. (2) Given the reactants [CH:1]([N:14]1[CH2:17][CH:16]([CH2:18][O:19][C:20]2[C:28]([CH:29]3[CH2:31][CH2:30]3)=[CH:27][C:23]([C:24]([OH:26])=O)=[C:22]([F:32])[CH:21]=2)[CH2:15]1)([C:8]1[CH:13]=[CH:12][CH:11]=[CH:10][CH:9]=1)[C:2]1[CH:7]=[CH:6][CH:5]=[CH:4][CH:3]=1.[N:33]1([S:37]([NH2:40])(=[O:39])=[O:38])[CH2:36][CH2:35][CH2:34]1, predict the reaction product. The product is: [N:33]1([S:37]([NH:40][C:24](=[O:26])[C:23]2[CH:27]=[C:28]([CH:29]3[CH2:30][CH2:31]3)[C:20]([O:19][CH2:18][CH:16]3[CH2:15][N:14]([CH:1]([C:2]4[CH:3]=[CH:4][CH:5]=[CH:6][CH:7]=4)[C:8]4[CH:9]=[CH:10][CH:11]=[CH:12][CH:13]=4)[CH2:17]3)=[CH:21][C:22]=2[F:32])(=[O:39])=[O:38])[CH2:36][CH2:35][CH2:34]1. (3) Given the reactants [CH3:1][O:2][C:3]1[CH:8]=[CH:7][C:6]([F:9])=[CH:5][C:4]=1B(O)O.Br[C:14]1[C:19]([Cl:20])=[CH:18][CH:17]=[CH:16][C:15]=1[Cl:21].C(=O)([O-])[O-].[K+].[K+], predict the reaction product. The product is: [Cl:20][C:19]1[CH:18]=[CH:17][CH:16]=[C:15]([Cl:21])[C:14]=1[C:4]1[CH:5]=[C:6]([F:9])[CH:7]=[CH:8][C:3]=1[O:2][CH3:1]. (4) Given the reactants C([O:4][C@@H:5]1[C@@H:10]([O:11]C(=O)C)[C@@H:9]([O:15]C(=O)C)[C@@H:8]([CH2:19][O:20]C(=O)C)[O:7][C@H:6]1[O:24][C:25]1[C:29]([CH2:30][C:31]2[CH:36]=[CH:35][C:34]([CH2:37][CH2:38][CH2:39][C:40](=[O:48])[NH:41][C:42](C(O)=O)([CH3:44])[CH3:43])=[CH:33][CH:32]=2)=[C:28]([CH:49]([CH3:51])[CH3:50])[N:27]([CH2:52][CH2:53][CH2:54][O:55]C(=O)C2C=CC=CC=2)[N:26]=1)(=O)C.C(O[C:72]([N:74]1[CH2:79][CH2:78][NH:77][CH2:76][CH2:75]1)=[O:73])C1C=CC=CC=1.C(N1CCNCC1)C1C=CC=CC=1, predict the reaction product. The product is: [C@@H:6]1([O:24][C:25]2[C:29]([CH2:30][C:31]3[CH:32]=[CH:33][C:34]([CH2:37][CH2:38][CH2:39][C:40](=[O:48])[NH:41][C:42]([C:72]([N:74]4[CH2:75][CH2:76][NH:77][CH2:78][CH2:79]4)=[O:73])([CH3:44])[CH3:43])=[CH:35][CH:36]=3)=[C:28]([CH:49]([CH3:50])[CH3:51])[N:27]([CH2:52][CH2:53][CH2:54][OH:55])[N:26]=2)[O:7][C@H:8]([CH2:19][OH:20])[C@H:9]([OH:15])[C@H:10]([OH:11])[C@H:5]1[OH:4]. (5) Given the reactants [C:1]([C:4]1[CH:5]=[CH:6][C:7]2[S:11](=[O:13])(=[O:12])[CH2:10][CH2:9][C:8]=2[CH:14]=1)(=[O:3])[CH3:2].[BrH:15].BrBr, predict the reaction product. The product is: [Br:15][CH2:2][C:1]([C:4]1[CH:5]=[CH:6][C:7]2[S:11](=[O:12])(=[O:13])[CH2:10][CH2:9][C:8]=2[CH:14]=1)=[O:3]. (6) The product is: [CH2:34]([O:33][C:31]([O:22][C:20]1[S:19][C:16]2[CH2:17][CH2:18][N:13]([C@@H:8]([C:3]3[CH:4]=[CH:5][CH:6]=[CH:7][C:2]=3[Cl:1])[C:9]([O:11][CH3:12])=[O:10])[CH2:14][C:15]=2[CH:21]=1)=[O:32])[CH3:35]. Given the reactants [Cl:1][C:2]1[CH:7]=[CH:6][CH:5]=[CH:4][C:3]=1[C@H:8]([N:13]1[CH2:18][CH2:17][CH:16]2[S:19][C:20](=[O:22])[CH:21]=[C:15]2[CH2:14]1)[C:9]([O:11][CH3:12])=[O:10].C(N(CC)CC)C.Cl[C:31]([O:33][CH2:34][CH3:35])=[O:32].C(OCC)(=O)C, predict the reaction product. (7) Given the reactants [NH2:1][CH2:2][C:3]([OH:5])=[O:4].[OH-].[Na+].[F:8][C:9]1[CH:10]=[C:11]([CH:15]=[CH:16][C:17]=1[F:18])[C:12](Cl)=[O:13].Cl, predict the reaction product. The product is: [F:8][C:9]1[CH:10]=[C:11]([CH:15]=[CH:16][C:17]=1[F:18])[C:12]([NH:1][CH2:2][C:3]([OH:5])=[O:4])=[O:13]. (8) Given the reactants [CH3:1][NH:2][C:3]1[CH:8]=[CH:7][CH:6]=[CH:5][CH:4]=1.[C:9](OC(Cl)(Cl)Cl)(OC(Cl)(Cl)Cl)=[O:10].CCN(CC)CC.[O:28]1[C:34]2[CH:35]=[C:36]([C:39]([O:41][CH3:42])=[O:40])[CH:37]=[CH:38][C:33]=2[CH2:32][NH:31][CH2:30][CH2:29]1, predict the reaction product. The product is: [CH3:1][N:2]([C:3]1[CH:8]=[CH:7][CH:6]=[CH:5][CH:4]=1)[C:9]([N:31]1[CH2:32][C:33]2[CH:38]=[CH:37][C:36]([C:39]([O:41][CH3:42])=[O:40])=[CH:35][C:34]=2[O:28][CH2:29][CH2:30]1)=[O:10]. (9) Given the reactants [NH2:1][C@H:2]1[C:7]([F:9])([F:8])[CH2:6][CH2:5][CH2:4][C@H:3]1[NH:10][C:11]1[N:12]=[C:13](Cl)[C:14]([C:17]#[N:18])=[N:15][CH:16]=1.[N:20]1[N:21]([C:25]2[CH:26]=[C:27]([CH:29]=[CH:30][CH:31]=2)[NH2:28])[N:22]=[CH:23][CH:24]=1.C([O-])([O-])=O.[K+].[K+].C1C=CC(P(C2C(C3C(P(C4C=CC=CC=4)C4C=CC=CC=4)=CC=C4C=3C=CC=C4)=C3C(C=CC=C3)=CC=2)C2C=CC=CC=2)=CC=1, predict the reaction product. The product is: [N:20]1[N:21]([C:25]2[CH:26]=[C:27]([NH:28][C:13]3[C:14]([C:17]#[N:18])=[N:15][CH:16]=[C:11]([NH:10][C@@H:3]4[CH2:4][CH2:5][CH2:6][C:7]([F:9])([F:8])[C@@H:2]4[NH2:1])[N:12]=3)[CH:29]=[CH:30][CH:31]=2)[N:22]=[CH:23][CH:24]=1.